Predict the reaction yield, written as a fraction of the theoretical maximum amount of product (1.0 means a 100% yield; for example, 0.34 means a 34% yield). From a dataset of Reaction yield outcomes from USPTO patents with 853,638 reactions. (1) The reactants are [I-:1].[Li+].CS(O[CH2:8][C:9]1[CH:14]=[C:13]([N:15]2[CH2:20][CH2:19][O:18][CH2:17][C@H:16]2[CH3:21])[N:12]=[C:11]([Cl:22])[N:10]=1)(=O)=O. The catalyst is O1CCOCC1. The product is [Cl:22][C:11]1[N:12]=[C:13]([N:15]2[CH2:20][CH2:19][O:18][CH2:17][C@H:16]2[CH3:21])[CH:14]=[C:9]([CH2:8][I:1])[N:10]=1. The yield is 0.660. (2) The reactants are C(Cl)(=O)C(Cl)=O.[Br:7][C:8]1[CH:9]=[C:10]([C:14]2[C:23]3[C:18](=[CH:19][C:20]([Cl:25])=[C:21]([CH3:24])[CH:22]=3)[O:17][C:16](=[O:26])[C:15]=2[CH2:27][C:28](O)=[O:29])[CH:11]=[CH:12][CH:13]=1.[F:31][C:32]1[CH:38]=[CH:37][C:35]([NH2:36])=[C:34]([C:39]([F:42])([F:41])[F:40])[CH:33]=1.[H-].[Na+]. The catalyst is CN(C)C=O.C1COCC1.O. The product is [Br:7][C:8]1[CH:9]=[C:10]([C:14]2[C:23]3[C:18](=[CH:19][C:20]([Cl:25])=[C:21]([CH3:24])[CH:22]=3)[O:17][C:16](=[O:26])[C:15]=2[CH2:27][C:28]([NH:36][C:35]2[CH:37]=[CH:38][C:32]([F:31])=[CH:33][C:34]=2[C:39]([F:42])([F:40])[F:41])=[O:29])[CH:11]=[CH:12][CH:13]=1. The yield is 0.770. (3) The reactants are [F:1][C:2]([F:14])([F:13])/[CH:3]=[N:4]/[NH:5][C:6]([O:8][C:9]([CH3:12])([CH3:11])[CH3:10])=[O:7]. The catalyst is CO.[Pd]. The product is [F:1][C:2]([F:13])([F:14])[CH2:3][NH:4][NH:5][C:6]([O:8][C:9]([CH3:10])([CH3:11])[CH3:12])=[O:7]. The yield is 0.330. (4) The reactants are [CH3:1][O:2][CH2:3][CH2:4][O:5][C:6]1[C:15]([O:16]C(C2C=CC=CC=2)=O)=[CH:14][C:13]([N+:25]([O-:27])=[O:26])=[CH:12][C:7]=1[C:8]([O:10][CH3:11])=[O:9].C(=O)([O-])[O-].[K+].[K+]. The catalyst is CO. The product is [OH:16][C:15]1[C:6]([O:5][CH2:4][CH2:3][O:2][CH3:1])=[C:7]([CH:12]=[C:13]([N+:25]([O-:27])=[O:26])[CH:14]=1)[C:8]([O:10][CH3:11])=[O:9]. The yield is 0.970. (5) The reactants are [C:1]([NH:4][C:5]1[CH:10]=[C:9]([O:11][C:12]2[C:17]([F:18])=[CH:16][C:15]([NH:19][C:20]([C:22]3[C:23](=[O:38])[N:24]([C:31]4[CH:36]=[CH:35][C:34]([F:37])=[CH:33][CH:32]=4)[CH:25]=[CH:26][C:27]=3[O:28][CH2:29][CH3:30])=[O:21])=[C:14]([F:39])[CH:13]=2)[CH:8]=[CH:7][N:6]=1)(=[O:3])[CH3:2].[C:40]([O-])([O-])=O.[K+].[K+]. The catalyst is C(O)(C)C. The product is [C:1]([NH:4][C:5]1[CH:10]=[C:9]([O:11][C:12]2[C:17]([F:18])=[CH:16][C:15]([NH:19][C:20]([C:22]3[C:23](=[O:38])[N:24]([C:31]4[CH:32]=[CH:33][C:34]([F:37])=[CH:35][CH:36]=4)[CH:25]=[CH:26][C:27]=3[O:28][CH:29]([CH3:40])[CH3:30])=[O:21])=[C:14]([F:39])[CH:13]=2)[CH:8]=[CH:7][N:6]=1)(=[O:3])[CH3:2]. The yield is 0.719. (6) The reactants are Cl.Cl.[NH2:3][CH2:4][CH2:5][S:6][S:7][CH2:8][CH2:9][NH2:10].C(N(CC)CC)C.[CH3:18][C:19]([O:22][C:23](O[C:23]([O:22][C:19]([CH3:21])([CH3:20])[CH3:18])=[O:24])=[O:24])([CH3:21])[CH3:20]. The catalyst is CO. The product is [NH2:3][CH2:4][CH2:5][S:6][S:7][CH2:8][CH2:9][NH:10][C:23](=[O:24])[O:22][C:19]([CH3:21])([CH3:20])[CH3:18]. The yield is 0.440. (7) The reactants are [CH3:1][C:2]1[CH:7]=[C:6]([CH3:8])[NH:5][C:4](=[O:9])[C:3]=1[CH2:10][NH:11][C:12]([C:14]1[CH:15]=[C:16]([C:30]2[CH:35]=[CH:34][C:33]([CH2:36][N:37]3[CH2:42][CH2:41][O:40][CH2:39][CH2:38]3)=[CH:32][CH:31]=2)[CH:17]=[C:18]([N:21]([CH2:28][CH3:29])[CH:22]2[CH2:27][CH2:26][NH:25][CH2:24][CH2:23]2)[C:19]=1[CH3:20])=[O:13].[C:43](O)(=[O:45])[CH3:44].CCN=C=NCCCN(C)C.C1C=CC2N(O)N=NC=2C=1.C(N(CC)CC)C. The catalyst is CN(C=O)C.CO.C(Cl)Cl.O. The product is [C:43]([N:25]1[CH2:24][CH2:23][CH:22]([N:21]([CH2:28][CH3:29])[C:18]2[C:19]([CH3:20])=[C:14]([C:12]([NH:11][CH2:10][C:3]3[C:4](=[O:9])[NH:5][C:6]([CH3:8])=[CH:7][C:2]=3[CH3:1])=[O:13])[CH:15]=[C:16]([C:30]3[CH:35]=[CH:34][C:33]([CH2:36][N:37]4[CH2:38][CH2:39][O:40][CH2:41][CH2:42]4)=[CH:32][CH:31]=3)[CH:17]=2)[CH2:27][CH2:26]1)(=[O:45])[CH3:44]. The yield is 0.373. (8) The product is [S:34](=[O:36])(=[O:35])([O:24][CH2:23][C@@H:21]1[C@@H:20]([O:25][Si:26]([C:29]([CH3:32])([CH3:31])[CH3:30])([CH3:27])[CH3:28])[CH2:19][C@H:18]([N:17]2[C:13]3[CH:12]=[CH:11][N:10]=[C:9]([NH:8][CH2:1][C:2]4[CH:7]=[CH:6][CH:5]=[CH:4][CH:3]=4)[C:14]=3[CH:15]=[CH:16]2)[O:22]1)[NH2:37]. The yield is 0.290. No catalyst specified. The reactants are [CH2:1]([NH:8][C:9]1[C:14]2[CH:15]=[CH:16][N:17]([C@@H:18]3[O:22][C@H:21]([CH2:23][OH:24])[C@@H:20]([O:25][Si:26]([C:29]([CH3:32])([CH3:31])[CH3:30])([CH3:28])[CH3:27])[CH2:19]3)[C:13]=2[CH:12]=[CH:11][N:10]=1)[C:2]1[CH:7]=[CH:6][CH:5]=[CH:4][CH:3]=1.Cl[S:34]([NH2:37])(=[O:36])=[O:35]. (9) The reactants are [NH2:1][C:2]1[CH:3]=[C:4]([CH:9]=[CH:10][C:11]=1[NH2:12])[C:5]([O:7][CH3:8])=[O:6].[Cl:13][C:14]1[CH:19]=[CH:18][CH:17]=[C:16]([Cl:20])[C:15]=1[N:21]=[C:22]=S.CC(C)N=C=NC(C)C. The catalyst is C(#N)C. The product is [CH3:8][O:7][C:5]([C:4]1[CH:9]=[CH:10][C:11]2[NH:12][C:22]([NH:21][C:15]3[C:14]([Cl:13])=[CH:19][CH:18]=[CH:17][C:16]=3[Cl:20])=[N:1][C:2]=2[CH:3]=1)=[O:6]. The yield is 0.560. (10) The reactants are [CH3:1][N:2]1[C:6]2=[N:7][C:8]3[C:13]([C:14]([NH:15][C:16]4[CH:21]=[CH:20][C:19]([S:22][CH3:23])=[CH:18][CH:17]=4)=[C:5]2[C:4]([CH3:24])=[N:3]1)=[CH:12][CH:11]=[CH:10][CH:9]=3.I([O-])(=O)(=O)=[O:26].[Na+]. The catalyst is CO.O. The product is [CH3:1][N:2]1[C:6]2=[N:7][C:8]3[C:13]([C:14]([NH:15][C:16]4[CH:21]=[CH:20][C:19]([S:22]([CH3:23])=[O:26])=[CH:18][CH:17]=4)=[C:5]2[C:4]([CH3:24])=[N:3]1)=[CH:12][CH:11]=[CH:10][CH:9]=3. The yield is 0.790.